From a dataset of Peptide-MHC class II binding affinity with 134,281 pairs from IEDB. Regression. Given a peptide amino acid sequence and an MHC pseudo amino acid sequence, predict their binding affinity value. This is MHC class II binding data. (1) The MHC is HLA-DQA10501-DQB10301 with pseudo-sequence HLA-DQA10501-DQB10301. The peptide sequence is AFKVAATAANAAP. The binding affinity (normalized) is 0.789. (2) The binding affinity (normalized) is 0.616. The MHC is DRB1_0401 with pseudo-sequence DRB1_0401. The peptide sequence is YASVEAANASPLQVA. (3) The peptide sequence is REALAQTHSAIAVII. The MHC is HLA-DPA10103-DPB10301 with pseudo-sequence HLA-DPA10103-DPB10301. The binding affinity (normalized) is 0.360. (4) The peptide sequence is GYVSLQEFVDLNNKG. The MHC is DRB1_0701 with pseudo-sequence DRB1_0701. The binding affinity (normalized) is 0.188. (5) The peptide sequence is GRIQDLEKYVEDTKI. The MHC is DRB4_0101 with pseudo-sequence DRB4_0103. The binding affinity (normalized) is 0.177.